This data is from Full USPTO retrosynthesis dataset with 1.9M reactions from patents (1976-2016). The task is: Predict the reactants needed to synthesize the given product. (1) Given the product [ClH:1].[CH3:2][NH:3][CH2:4][C:5]1([C:11]2[CH:20]=[CH:19][C:18]3[C:13](=[CH:14][CH:15]=[CH:16][CH:17]=3)[CH:12]=2)[CH2:10][CH2:9][CH:8]=[CH:7][CH2:6]1, predict the reactants needed to synthesize it. The reactants are: [ClH:1].[CH3:2][NH:3][CH2:4][C:5]1([C:11]2[CH:20]=[CH:19][C:18]3[C:13](=[CH:14][CH:15]=[CH:16][CH:17]=3)[CH:12]=2)[CH2:10][CH2:9][CH:8]=[CH:7][CH2:6]1. (2) Given the product [Si:1]([O:8][CH2:9][C@H:10]([CH2:26][CH2:27][O:28][S:30]([CH3:29])(=[O:32])=[O:31])[CH2:11][C@H:12]1[CH2:16][O:15][C:14]([CH3:18])([CH3:17])[N:13]1[C:19]([O:21][C:22]([CH3:25])([CH3:24])[CH3:23])=[O:20])([C:4]([CH3:7])([CH3:5])[CH3:6])([CH3:3])[CH3:2], predict the reactants needed to synthesize it. The reactants are: [Si:1]([O:8][CH2:9][C@H:10]([CH2:26][CH2:27][OH:28])[CH2:11][C@H:12]1[CH2:16][O:15][C:14]([CH3:18])([CH3:17])[N:13]1[C:19]([O:21][C:22]([CH3:25])([CH3:24])[CH3:23])=[O:20])([C:4]([CH3:7])([CH3:6])[CH3:5])([CH3:3])[CH3:2].[CH3:29][S:30](Cl)(=[O:32])=[O:31]. (3) Given the product [CH3:20][CH:19]([CH3:21])[C:18]([O:23][CH:3]([O:2][C:1]([O:6][C:7]1[CH:12]=[CH:11][C:10]2[O:13][CH2:15][O:16][C:9]=2[CH:8]=1)=[O:17])[CH3:4])=[O:22], predict the reactants needed to synthesize it. The reactants are: [C:1](=[O:17])([O:6][C:7]1[CH:12]=[CH:11][C:10]2[O:13]C[CH2:15][O:16][C:9]=2[CH:8]=1)[O:2][CH:3](Cl)[CH3:4].[C:18]([OH:23])(=[O:22])[CH:19]([CH3:21])[CH3:20].